Dataset: Forward reaction prediction with 1.9M reactions from USPTO patents (1976-2016). Task: Predict the product of the given reaction. Given the reactants Br[C:2]1[CH:3]=[CH:4][C:5]([O:8][CH2:9][C:10]2[C:11]([C:16]3[CH:21]=[CH:20][CH:19]=[CH:18][CH:17]=3)=[N:12][O:13][C:14]=2[CH3:15])=[N:6][CH:7]=1.C([Li])CCC.[CH3:27][S:28]SC, predict the reaction product. The product is: [CH3:15][C:14]1[O:13][N:12]=[C:11]([C:16]2[CH:21]=[CH:20][CH:19]=[CH:18][CH:17]=2)[C:10]=1[CH2:9][O:8][C:5]1[CH:4]=[CH:3][C:2]([S:28][CH3:27])=[CH:7][N:6]=1.